This data is from Peptide-MHC class I binding affinity with 185,985 pairs from IEDB/IMGT. The task is: Regression. Given a peptide amino acid sequence and an MHC pseudo amino acid sequence, predict their binding affinity value. This is MHC class I binding data. (1) The peptide sequence is SLREWLLRI. The MHC is HLA-A68:02 with pseudo-sequence HLA-A68:02. The binding affinity (normalized) is 0. (2) The peptide sequence is FLLSLVEFF. The MHC is HLA-B15:01 with pseudo-sequence HLA-B15:01. The binding affinity (normalized) is 1.00. (3) The peptide sequence is SVDEEGCGPL. The MHC is HLA-A02:06 with pseudo-sequence HLA-A02:06. The binding affinity (normalized) is 0.127. (4) The peptide sequence is KPSKFSSYSR. The MHC is HLA-A68:01 with pseudo-sequence HLA-A68:01. The binding affinity (normalized) is 0.00449. (5) The peptide sequence is KTMAVTYEL. The MHC is HLA-B15:01 with pseudo-sequence HLA-B15:01. The binding affinity (normalized) is 0.842. (6) The peptide sequence is FRAAVRAHF. The MHC is HLA-B15:01 with pseudo-sequence HLA-B15:01. The binding affinity (normalized) is 0.0847.